The task is: Predict the reactants needed to synthesize the given product.. This data is from Full USPTO retrosynthesis dataset with 1.9M reactions from patents (1976-2016). (1) Given the product [OH:18][CH2:19][CH2:20][CH2:21][CH2:22][NH:23][C:15]([N:8]1[CH2:7][CH2:6][C:5]2[C:10](=[CH:11][C:12]([O:13][CH3:14])=[C:3]([O:2][CH3:1])[CH:4]=2)[CH2:9]1)=[O:16], predict the reactants needed to synthesize it. The reactants are: [CH3:1][O:2][C:3]1[CH:4]=[C:5]2[C:10](=[CH:11][C:12]=1[O:13][CH3:14])[CH2:9][N:8]([C:15](Cl)=[O:16])[CH2:7][CH2:6]2.[OH:18][CH2:19][CH2:20][CH2:21][CH2:22][NH:23]C(=O)C1C=CC=CC=1. (2) Given the product [CH3:12][NH:13][C@@H:14]1[CH2:19][CH2:18][C@H:17]([OH:20])[CH2:16][CH2:15]1, predict the reactants needed to synthesize it. The reactants are: [H-].[Al+3].[Li+].[H-].[H-].[H-].C(O[C:12](=O)[NH:13][C@H:14]1[CH2:19][CH2:18][C@@H:17]([OH:20])[CH2:16][CH2:15]1)(C)(C)C.O.[OH-].[Na+]. (3) Given the product [CH3:15][C:5]1([CH3:16])[C:4]2[CH:3]=[C:2]([C:29]3[C:23]4[S:22][C:21]5[CH:20]=[CH:19][CH:18]=[CH:17][C:25]=5[C:24]=4[CH:26]=[CH:27][CH:28]=3)[CH:14]=[CH:13][C:12]=2[C:11]2[C:6]1=[CH:7][CH:8]=[CH:9][CH:10]=2, predict the reactants needed to synthesize it. The reactants are: Br[C:2]1[CH:14]=[CH:13][C:12]2[C:11]3[C:6](=[CH:7][CH:8]=[CH:9][CH:10]=3)[C:5]([CH3:16])([CH3:15])[C:4]=2[CH:3]=1.[CH:17]1[C:25]2[C:24]3[CH:26]=[CH:27][CH:28]=[CH:29][C:23]=3[S:22][C:21]=2[C:20](B(O)O)=[CH:19][CH:18]=1.CC1C=CC=CC=1P(C1C=CC=CC=1C)C1C=CC=CC=1C.C(=O)([O-])[O-].[K+].[K+]. (4) Given the product [N:11]([C:2]1[C:7]([Cl:8])=[CH:6][N:5]=[CH:4][C:3]=1[CH:9]=[O:10])=[N+:12]=[N-:13], predict the reactants needed to synthesize it. The reactants are: Cl[C:2]1[C:7]([Cl:8])=[CH:6][N:5]=[CH:4][C:3]=1[CH:9]=[O:10].[N-:11]=[N+:12]=[N-:13].[Na+]. (5) Given the product [CH3:14][N:12]1[N:11]=[N:10][C:9]([C:8]2[C:3]([OH:2])=[N:4][CH:5]=[N:6][C:7]=2[OH:15])=[N:13]1, predict the reactants needed to synthesize it. The reactants are: C[O:2][C:3]1[C:8]([C:9]2[N:10]=[N:11][N:12]([CH3:14])[N:13]=2)=[C:7]([O:15]C)[N:6]=[CH:5][N:4]=1.Cl.